Predict the reactants needed to synthesize the given product. From a dataset of Full USPTO retrosynthesis dataset with 1.9M reactions from patents (1976-2016). Given the product [CH3:10][NH:9][S:6]([CH2:5][CH2:4][CH2:3][CH2:2][NH:1][C:16](=[O:17])[O:15][C:12]([CH3:14])([CH3:13])[CH3:11])(=[O:8])=[O:7], predict the reactants needed to synthesize it. The reactants are: [NH2:1][CH2:2][CH2:3][CH2:4][CH2:5][S:6]([NH:9][CH3:10])(=[O:8])=[O:7].[CH3:11][C:12]([O:15][C:16](O[C:16]([O:15][C:12]([CH3:14])([CH3:13])[CH3:11])=[O:17])=[O:17])([CH3:14])[CH3:13].